From a dataset of Reaction yield outcomes from USPTO patents with 853,638 reactions. Predict the reaction yield, written as a fraction of the theoretical maximum amount of product (1.0 means a 100% yield; for example, 0.34 means a 34% yield). (1) The reactants are N1C2C(=CC=C3C=2N=CC=C3)C=CC=1.[C:15]([O-])([O-])=[O:16].[Cs+].[Cs+].I[C:22]1[CH:29]=[CH:28][CH:27]=[CH:26][C:23]=1[CH2:24][OH:25]. The catalyst is [Cu]I.CO. The product is [CH3:15][O:16][C:22]1[CH:29]=[CH:28][CH:27]=[CH:26][C:23]=1[CH2:24][OH:25]. The yield is 0.880. (2) The reactants are [OH2:1].[NH2:2][NH2:3].CO[C:6](=[O:15])[C:7](=O)[CH2:8][C:9](=O)[CH2:10][CH2:11][CH3:12].[C:16](O)(=O)[CH3:17]. No catalyst specified. The product is [CH2:16]([O:1][C:6]([C:7]1[NH:2][N:3]=[C:9]([CH2:10][CH2:11][CH3:12])[CH:8]=1)=[O:15])[CH3:17]. The yield is 0.960. (3) The catalyst is CN(C=O)C. The product is [NH2:14][C:15](=[O:29])[C@@H:16]([NH:18][C:19]1[N:24]=[C:23]([N:11]2[CH2:12][CH2:13][N:8]([C:5]3[CH:4]=[CH:3][C:2]([F:1])=[CH:7][CH:6]=3)[CH2:9][CH2:10]2)[N:22]=[C:21]([C:26]([NH2:28])=[O:27])[CH:20]=1)[CH3:17]. The yield is 0.800. The reactants are [F:1][C:2]1[CH:7]=[CH:6][C:5]([N:8]2[CH2:13][CH2:12][NH:11][CH2:10][CH2:9]2)=[CH:4][CH:3]=1.[NH2:14][C:15](=[O:29])[C@@H:16]([NH:18][C:19]1[N:24]=[C:23](Cl)[N:22]=[C:21]([C:26]([NH2:28])=[O:27])[CH:20]=1)[CH3:17].C([O-])([O-])=O.[Cs+].[Cs+].CCOC(C)=O. (4) The reactants are [CH:1]1([CH:6]([N:10]2[CH:14]=[C:13]([C:15]3[C:16]4[CH:23]=[CH:22][N:21](COCC[Si](C)(C)C)[C:17]=4[N:18]=[CH:19][N:20]=3)[CH:12]=[N:11]2)[CH2:7][CH:8]=[CH2:9])[CH2:5][CH2:4][CH2:3][CH2:2]1.[C:32]([OH:38])([C:34]([F:37])([F:36])[F:35])=[O:33]. The catalyst is C(Cl)Cl. The product is [F:35][C:34]([F:37])([F:36])[C:32]([OH:38])=[O:33].[CH:1]1([CH:6]([N:10]2[CH:14]=[C:13]([C:15]3[C:16]4[CH:23]=[CH:22][NH:21][C:17]=4[N:18]=[CH:19][N:20]=3)[CH:12]=[N:11]2)[CH2:7][CH:8]=[CH2:9])[CH2:5][CH2:4][CH2:3][CH2:2]1. The yield is 0.800. (5) The reactants are [C:1]([Si:5]([CH3:19])([CH3:18])[O:6][CH2:7][C:8]1[CH:13]=[C:12]([O:14][CH3:15])[CH:11]=[CH:10][C:9]=1[CH:16]=[CH2:17])([CH3:4])([CH3:3])[CH3:2].[H][H]. The catalyst is C(OCC)(=O)C. The product is [C:1]([Si:5]([CH3:19])([CH3:18])[O:6][CH2:7][C:8]1[CH:13]=[C:12]([O:14][CH3:15])[CH:11]=[CH:10][C:9]=1[CH2:16][CH3:17])([CH3:3])([CH3:4])[CH3:2]. The yield is 0.990. (6) The reactants are CS[C:3]1[O:7][C:6]([C:8]2[CH:9]=[CH:10][C:11]3[N:15]=[CH:14][N:13]([C:16]4[CH:21]=[CH:20][C:19]([O:22][C:23]([F:26])([F:25])[F:24])=[CH:18][CH:17]=4)[C:12]=3[CH:27]=2)=[N:5][N:4]=1.[C:28](#N)C.ClC1C=CC=C(C(OO)=O)C=1.[S:42]([O-:46])([O-])(=[O:44])=S.[Na+].[Na+]. The catalyst is CN(C)C(=O)C. The product is [CH3:28][S:42]([C:3]1[O:7][C:6]([C:8]2[CH:9]=[CH:10][C:11]3[N:15]=[CH:14][N:13]([C:16]4[CH:17]=[CH:18][C:19]([O:22][C:23]([F:25])([F:26])[F:24])=[CH:20][CH:21]=4)[C:12]=3[CH:27]=2)=[N:5][N:4]=1)(=[O:46])=[O:44]. The yield is 0.610. (7) The reactants are C1[CH:5]2[C@@H:6]3[CH:10]=[CH:9][C@H:8]([CH:4]2C=C1)[CH2:7]3.[CH2:11]([O:15][C:16](=[O:19])C=C)[CH2:12][CH2:13][CH3:14].C1(C=CC(O)=CC=1)O. No catalyst specified. The product is [CH2:11]([O:15][C:16]([C:6]12[CH2:7][CH:8]([CH2:4][CH2:5]1)[CH:9]=[CH:10]2)=[O:19])[CH2:12][CH2:13][CH3:14]. The yield is 0.780.